From a dataset of Full USPTO retrosynthesis dataset with 1.9M reactions from patents (1976-2016). Predict the reactants needed to synthesize the given product. (1) Given the product [CH3:1][O:2][C:3]1[CH:8]=[CH:7][C:6]([N+:9]([O-:11])=[O:10])=[CH:5][C:4]=1[N:12]([CH3:19])[CH:13]1[CH2:18][CH2:17][N:16]([CH3:20])[CH2:15][CH2:14]1, predict the reactants needed to synthesize it. The reactants are: [CH3:1][O:2][C:3]1[CH:8]=[CH:7][C:6]([N+:9]([O-:11])=[O:10])=[CH:5][C:4]=1[N:12]([CH3:19])[CH:13]1[CH2:18][CH2:17][NH:16][CH2:15][CH2:14]1.[C:20]([BH3-])#N.[Na+].C(O)=O.C=O. (2) Given the product [Br:1][C:2]1[C:3]([CH3:10])=[C:4]([C:7]([O:9][CH3:16])=[O:8])[S:5][CH:6]=1, predict the reactants needed to synthesize it. The reactants are: [Br:1][C:2]1[C:3]([CH3:10])=[C:4]([C:7]([OH:9])=[O:8])[S:5][CH:6]=1.OS(O)(=O)=O.[CH3:16]O. (3) Given the product [Cl:1][C:2]1[CH:3]=[CH:4][C:5]([S:8]([N:11]2[C:20]3[C:15](=[CH:16][CH:17]=[CH:18][CH:19]=3)[C:14](=[O:21])[CH:13]([C:22](=[O:28])[C:23]([O:25][CH2:26][CH3:27])=[O:24])[CH2:12]2)(=[O:9])=[O:10])=[CH:6][CH:7]=1, predict the reactants needed to synthesize it. The reactants are: [Cl:1][C:2]1[CH:7]=[CH:6][C:5]([S:8]([N:11]2[C:20]3[C:15](=[CH:16][CH:17]=[CH:18][CH:19]=3)[C:14](=[O:21])[CH2:13][CH2:12]2)(=[O:10])=[O:9])=[CH:4][CH:3]=1.[C:22](OCC)(=[O:28])[C:23]([O:25][CH2:26][CH3:27])=[O:24].[O-]CC.[Na+]. (4) Given the product [C:1]1([C:21]2[CH:22]=[CH:23][CH:24]=[CH:25][CH:26]=2)[CH:2]=[CH:3][C:4]([CH2:7][N:8]2[CH2:9][CH2:10][NH:11][CH2:12][CH2:13]2)=[CH:5][CH:6]=1, predict the reactants needed to synthesize it. The reactants are: [C:1]1([C:21]2[CH:26]=[CH:25][CH:24]=[CH:23][CH:22]=2)[CH:6]=[CH:5][C:4]([CH2:7][N:8]2[CH2:13][CH2:12][N:11](C(OC(C)(C)C)=O)[CH2:10][CH2:9]2)=[CH:3][CH:2]=1.Cl.C([O-])(O)=O.[Na+]. (5) Given the product [N:49]1([C:55]([O:39][C@H:36]2[CH2:37][CH2:38][C@@H:33]([C:30]3[CH:31]=[CH:32][C:27]([C:23]4[N:22]=[C:21]5[N:40]([CH2:41][O:42][CH2:43][CH2:44][Si:45]([CH3:48])([CH3:47])[CH3:46])[C:18]([O:17][C@@H:16]6[CH2:15][O:14][C@@H:13]7[C@H:9]([O:8][Si:1]([C:4]([CH3:6])([CH3:7])[CH3:5])([CH3:3])[CH3:2])[CH2:10][O:11][C@H:12]67)=[N:19][C:20]5=[CH:25][C:24]=4[Cl:26])=[CH:28][CH:29]=3)[CH2:34][CH2:35]2)=[O:56])[CH2:54][CH2:53][O:52][CH2:51][CH2:50]1, predict the reactants needed to synthesize it. The reactants are: [Si:1]([O:8][C@H:9]1[C@H:13]2[O:14][CH2:15][C@@H:16]([O:17][C:18]3[N:40]([CH2:41][O:42][CH2:43][CH2:44][Si:45]([CH3:48])([CH3:47])[CH3:46])[C:21]4=[N:22][C:23]([C:27]5[CH:32]=[CH:31][C:30]([C@@H:33]6[CH2:38][CH2:37][C@H:36]([OH:39])[CH2:35][CH2:34]6)=[CH:29][CH:28]=5)=[C:24]([Cl:26])[CH:25]=[C:20]4[N:19]=3)[C@H:12]2[O:11][CH2:10]1)([C:4]([CH3:7])([CH3:6])[CH3:5])([CH3:3])[CH3:2].[N:49]1([C:55](Cl)=[O:56])[CH2:54][CH2:53][O:52][CH2:51][CH2:50]1. (6) Given the product [CH2:1]([O:3][C:4](=[O:29])[CH2:5][C:6]1[CH:11]=[CH:10][C:9]([O:12][CH3:13])=[C:8]([O:14][C:15]2[CH:20]=[CH:19][C:18]([C:34]3[CH:33]=[N:32][N:31]([CH3:30])[CH:35]=3)=[CH:17][C:16]=2[CH2:22][N:23]2[CH2:27][CH2:26][O:25][C:24]2=[O:28])[CH:7]=1)[CH3:2], predict the reactants needed to synthesize it. The reactants are: [CH2:1]([O:3][C:4](=[O:29])[CH2:5][C:6]1[CH:11]=[CH:10][C:9]([O:12][CH3:13])=[C:8]([O:14][C:15]2[CH:20]=[CH:19][C:18](Br)=[CH:17][C:16]=2[CH2:22][N:23]2[CH2:27][CH2:26][O:25][C:24]2=[O:28])[CH:7]=1)[CH3:2].[CH3:30][N:31]1[CH:35]=[C:34](B2OC(C)(C)C(C)(C)O2)[CH:33]=[N:32]1. (7) Given the product [CH3:1][C:2]1[CH:3]=[C:4]([CH:9]2[CH2:10][CH:11]([C:23]3[O:24][N:36]=[C:28]([CH2:29][S:30]([CH:33]([CH3:35])[CH3:34])(=[O:32])=[O:31])[N:27]=3)[CH2:12][N:13]([C:15]([N:17]3[CH2:18][CH2:19][O:20][CH2:21][CH2:22]3)=[O:16])[CH2:14]2)[CH:5]=[CH:6][C:7]=1[CH3:8], predict the reactants needed to synthesize it. The reactants are: [CH3:1][C:2]1[CH:3]=[C:4]([CH:9]2[CH2:14][N:13]([C:15]([N:17]3[CH2:22][CH2:21][O:20][CH2:19][CH2:18]3)=[O:16])[CH2:12][CH:11]([C:23](O)=[O:24])[CH2:10]2)[CH:5]=[CH:6][C:7]=1[CH3:8].O[N:27]=[C:28]([NH2:36])[CH2:29][S:30]([CH:33]([CH3:35])[CH3:34])(=[O:32])=[O:31]. (8) Given the product [F:31][C:32]1[CH:33]=[C:34]([CH:35]=[CH:36][CH:37]=1)[CH2:38][CH2:39][NH:40][C:2]1[N:7]=[C:6]([C:8]2[CH:13]=[CH:12][CH:11]=[C:10]([S:14]([N:17]3[CH2:22][CH2:21][NH:20][CH2:19][C@@H:18]3[CH3:30])(=[O:15])=[O:16])[CH:9]=2)[CH:5]=[CH:4][N:3]=1, predict the reactants needed to synthesize it. The reactants are: Cl[C:2]1[N:7]=[C:6]([C:8]2[CH:9]=[C:10]([S:14]([N:17]3[CH2:22][CH2:21][N:20](C(OC(C)(C)C)=O)[CH2:19][C@@H:18]3[CH3:30])(=[O:16])=[O:15])[CH:11]=[CH:12][CH:13]=2)[CH:5]=[CH:4][N:3]=1.[F:31][C:32]1[CH:33]=[C:34]([CH2:38][CH2:39][NH2:40])[CH:35]=[CH:36][CH:37]=1.